From a dataset of Full USPTO retrosynthesis dataset with 1.9M reactions from patents (1976-2016). Predict the reactants needed to synthesize the given product. Given the product [CH:6]1[N:7]=[CH:8][N:9]2[CH:10]([C:11]3[C:16]([C:17]4[CH:22]=[CH:21][CH:20]=[CH:19][CH:18]=4)=[CH:15][C:14]([C:23]#[N:24])=[CH:13][CH:12]=3)[CH2:2][CH2:3][CH2:4][C:5]=12, predict the reactants needed to synthesize it. The reactants are: Cl[CH2:2][CH2:3][CH2:4][C:5]1[N:9]([CH2:10][C:11]2[C:16]([C:17]3[CH:22]=[CH:21][CH:20]=[CH:19][CH:18]=3)=[CH:15][C:14]([C:23]#[N:24])=[CH:13][CH:12]=2)[CH:8]=[N:7][CH:6]=1.CC([O-])(C)C.[K+].C1COCC1.